This data is from Peptide-MHC class II binding affinity with 134,281 pairs from IEDB. The task is: Regression. Given a peptide amino acid sequence and an MHC pseudo amino acid sequence, predict their binding affinity value. This is MHC class II binding data. (1) The peptide sequence is KEEHSSTWHYDDENPYK. The MHC is DRB1_1501 with pseudo-sequence DRB1_1501. The binding affinity (normalized) is 0.198. (2) The peptide sequence is DSNYKLAVDGLLSKV. The MHC is DRB4_0101 with pseudo-sequence DRB4_0103. The binding affinity (normalized) is 0.443. (3) The peptide sequence is TIKAERTEQKDFDGR. The MHC is DRB1_1302 with pseudo-sequence DRB1_1302. The binding affinity (normalized) is 0.145. (4) The peptide sequence is DGLVRDANNYEQQEQ. The MHC is DRB1_0802 with pseudo-sequence DRB1_0802. The binding affinity (normalized) is 0.374. (5) The peptide sequence is YDKFLANVSTVLPGK. The MHC is DRB1_0701 with pseudo-sequence DRB1_0701. The binding affinity (normalized) is 0.783. (6) The peptide sequence is APMYYRGAQAAIVVYD. The MHC is H-2-IAb with pseudo-sequence H-2-IAb. The binding affinity (normalized) is 0.260.